This data is from Catalyst prediction with 721,799 reactions and 888 catalyst types from USPTO. The task is: Predict which catalyst facilitates the given reaction. Reactant: [OH:1][C:2]1[CH:11]=[C:10]([OH:12])[C:9]2[C:4](=[CH:5][CH:6]=[CH:7][CH:8]=2)[N:3]=1.C(O[CH2:17][CH:18]=[CH2:19])(=O)C. Product: [CH2:19]([C:11]1[C:2]([OH:1])=[N:3][C:4]2[C:9]([C:10]=1[OH:12])=[CH:8][CH:7]=[CH:6][CH:5]=2)[CH:18]=[CH2:17]. The catalyst class is: 128.